Dataset: CYP2C9 inhibition data for predicting drug metabolism from PubChem BioAssay. Task: Regression/Classification. Given a drug SMILES string, predict its absorption, distribution, metabolism, or excretion properties. Task type varies by dataset: regression for continuous measurements (e.g., permeability, clearance, half-life) or binary classification for categorical outcomes (e.g., BBB penetration, CYP inhibition). Dataset: cyp2c9_veith. The compound is C=C1CCO[C@@]2([C@H](O)[C@@](C)(O)CO)NC(=O)[C@]1(O)NC2=O. The result is 0 (non-inhibitor).